This data is from CYP3A4 inhibition data for predicting drug metabolism from PubChem BioAssay. The task is: Regression/Classification. Given a drug SMILES string, predict its absorption, distribution, metabolism, or excretion properties. Task type varies by dataset: regression for continuous measurements (e.g., permeability, clearance, half-life) or binary classification for categorical outcomes (e.g., BBB penetration, CYP inhibition). Dataset: cyp3a4_veith. The compound is C[C@H]1CN(CCCn2c3ccccc3c3ccccc32)C[C@@H](C)N1. The result is 1 (inhibitor).